This data is from Reaction yield outcomes from USPTO patents with 853,638 reactions. The task is: Predict the reaction yield, written as a fraction of the theoretical maximum amount of product (1.0 means a 100% yield; for example, 0.34 means a 34% yield). (1) The reactants are C([N:20]1[CH:24]=[C:23]([CH2:25][O:26][CH2:27][CH3:28])[CH:22]=[N:21]1)(C1C=CC=CC=1)(C1C=CC=CC=1)C1C=CC=CC=1. The catalyst is C(O)C.CC(C)=O.Cl. The product is [CH2:27]([O:26][CH2:25][C:23]1[CH:24]=[N:20][NH:21][CH:22]=1)[CH3:28]. The yield is 0.440. (2) The reactants are [F:1][C:2]1[CH:3]=[C:4]2[C:8](=[CH:9][CH:10]=1)[NH:7][N:6]=[C:5]2[I:11].[C:12]([N:19]1[CH2:23][CH2:22][C@@H:21](O)[CH2:20]1)([O:14][C:15]([CH3:18])([CH3:17])[CH3:16])=[O:13]. No catalyst specified. The product is [F:1][C:2]1[CH:3]=[C:4]2[C:8](=[CH:9][CH:10]=1)[N:7]([C@H:22]1[CH2:21][CH2:20][N:19]([C:12]([O:14][C:15]([CH3:18])([CH3:17])[CH3:16])=[O:13])[CH2:23]1)[N:6]=[C:5]2[I:11]. The yield is 0.320. (3) The reactants are [F:1][C:2]([C:12]1[CH:17]=[CH:16][C:15](I)=[CH:14][CH:13]=1)([CH3:11])[CH2:3][NH:4][S:5]([CH:8]([CH3:10])[CH3:9])(=[O:7])=[O:6].[S:19]1[CH:23]=[CH:22][CH:21]=[CH:20]1.C1C=CC=C(B(O)O)C=1.C(=O)([O-])[O-].[K+].[K+].O. The catalyst is O1CCOCC1.O. The product is [F:1][C:2]([C:12]1[CH:17]=[CH:16][C:15]([C:21]2[CH:22]=[CH:23][S:19][CH:20]=2)=[CH:14][CH:13]=1)([CH3:11])[CH2:3][NH:4][S:5]([CH:8]([CH3:10])[CH3:9])(=[O:7])=[O:6]. The yield is 0.810. (4) The reactants are [CH2:1]1[C:6](=O)N(Cl)[C:3](=[O:4])[CH2:2]1.N1C[CH2:15][CH2:14][C@H:10]1[C:11](O)=O.C(Cl)[Cl:18]. No catalyst specified. The product is [Cl:18][CH:2]([CH2:1][CH2:6]/[CH:11]=[CH:10]\[CH2:14][CH3:15])[CH:3]=[O:4]. The yield is 0.630. (5) The reactants are [CH3:1][O:2][C:3]([C:5]1[S:6][C:7]([C:12]2[CH:17]=[CH:16][C:15]([Cl:18])=[CH:14][CH:13]=2)=[CH:8][C:9]=1[CH:10]=[CH2:11])=[O:4].C12BC(CCC1)CCC2.[OH:28]O.[OH-].[Na+]. The catalyst is O1CCCC1. The product is [CH3:1][O:2][C:3]([C:5]1[S:6][C:7]([C:12]2[CH:13]=[CH:14][C:15]([Cl:18])=[CH:16][CH:17]=2)=[CH:8][C:9]=1[CH2:10][CH2:11][OH:28])=[O:4]. The yield is 1.00. (6) The reactants are CO[C:3](=[O:22])[C:4]1[CH:9]=[C:8]([C:10]2[N:11]([CH3:16])[N:12]=[C:13]([CH3:15])[CH:14]=2)[C:7]([C:17]([F:20])([F:19])[F:18])=[CH:6][C:5]=1[NH2:21].CC[N:25]([CH2:28]C)CC.[CH3:30][S:31]([NH:34]N)(=[O:33])=[O:32].[OH-:36].[Na+]. The catalyst is C(Cl)Cl.O. The product is [CH3:16][N:11]1[C:10]([C:8]2[CH:9]=[C:4]3[C:5](=[CH:6][C:7]=2[C:17]([F:18])([F:19])[F:20])[NH:21][C:28](=[O:36])[N:25]([NH:34][S:31]([CH3:30])(=[O:33])=[O:32])[C:3]3=[O:22])=[CH:14][C:13]([CH3:15])=[N:12]1. The yield is 0.260. (7) The reactants are [CH2:1]([O:3][C:4](=[O:12])[C:5]1[CH:10]=[CH:9][C:8](Br)=[CH:7][CH:6]=1)[CH3:2].[CH3:13][C:14]1[CH:15]=[C:16](B(O)O)[CH:17]=[CH:18][CH:19]=1.C(=O)([O-])[O-].[Na+].[Na+]. The catalyst is C1(C)C=CC=CC=1.[Pd].C1(P(C2C=CC=CC=2)C2C=CC=CC=2)C=CC=CC=1.C1(P(C2C=CC=CC=2)C2C=CC=CC=2)C=CC=CC=1.C1(P(C2C=CC=CC=2)C2C=CC=CC=2)C=CC=CC=1.C1(P(C2C=CC=CC=2)C2C=CC=CC=2)C=CC=CC=1. The product is [CH2:1]([O:3][C:4]([C:5]1[CH:10]=[CH:9][C:8]([C:18]2[CH:17]=[CH:16][CH:15]=[C:14]([CH3:13])[CH:19]=2)=[CH:7][CH:6]=1)=[O:12])[CH3:2]. The yield is 0.873.